From a dataset of Catalyst prediction with 721,799 reactions and 888 catalyst types from USPTO. Predict which catalyst facilitates the given reaction. (1) Reactant: Br[C:2]1[CH:3]=[C:4]([CH:8]=[C:9]([O:11][CH:12]([CH3:14])[CH3:13])[CH:10]=1)[C:5]([OH:7])=[O:6].[Li]CCCC.[CH2:20]([O:22][P:23]([C:28]1[S:29][C:30]([CH:33]=[O:34])=[CH:31][CH:32]=1)(=[O:27])[O:24][CH2:25][CH3:26])[CH3:21]. Product: [CH2:20]([O:22][P:23]([C:28]1[S:29][C:30]([CH:33]([OH:34])[C:2]2[CH:3]=[C:4]([CH:8]=[C:9]([O:11][CH:12]([CH3:14])[CH3:13])[CH:10]=2)[C:5]([OH:7])=[O:6])=[CH:31][CH:32]=1)([O:24][CH2:25][CH3:26])=[O:27])[CH3:21]. The catalyst class is: 1. (2) The catalyst class is: 2. Reactant: C(OC(=O)[NH:7][C:8]1[CH:13]=[C:12]([N:14]([CH3:16])[CH3:15])[C:11]([Cl:17])=[CH:10][C:9]=1[NH:18][C:19](=[O:43])[CH2:20][C:21]([C:23]1[CH:28]=[CH:27][CH:26]=[C:25]([C:29]2[O:33][N:32]=[C:31]([CH3:34])[C:30]=2[CH2:35][O:36]C2CCCCO2)[CH:24]=1)=O)(C)(C)C.C(O)(C(F)(F)F)=O. Product: [Cl:17][C:11]1[C:12]([N:14]([CH3:16])[CH3:15])=[CH:13][C:8]2[N:7]=[C:21]([C:23]3[CH:28]=[CH:27][CH:26]=[C:25]([C:29]4[O:33][N:32]=[C:31]([CH3:34])[C:30]=4[CH2:35][OH:36])[CH:24]=3)[CH2:20][C:19](=[O:43])[NH:18][C:9]=2[CH:10]=1. (3) Reactant: [C:1]([C:5]1[CH:10]=[C:9](O)[CH:8]=[CH:7][C:6]=1[OH:12])([CH3:4])(C)C.CC(O)(C[CH:17]([OH:19])C)C.CCCCCCC. Product: [OH:19][CH:17]1[CH2:4][CH2:1][C:5]2[C:6](=[CH:7][CH:8]=[CH:9][CH:10]=2)[O:12]1. The catalyst class is: 6. (4) Reactant: [CH:1]1([CH2:4][C:5]([OH:7])=O)[CH2:3][CH2:2]1.[CH3:8][N:9]([CH3:26])[C:10]1([C:20]2[CH:25]=[CH:24][CH:23]=[CH:22][CH:21]=2)[CH2:19][CH2:18][C:13]2([CH2:17][NH:16][CH2:15][CH2:14]2)[CH2:12][CH2:11]1. Product: [CH:1]1([CH2:4][C:5]([N:16]2[CH2:17][C:13]3([CH2:12][CH2:11][C:10]([N:9]([CH3:26])[CH3:8])([C:20]4[CH:25]=[CH:24][CH:23]=[CH:22][CH:21]=4)[CH2:19][CH2:18]3)[CH2:14][CH2:15]2)=[O:7])[CH2:2][CH2:3]1. The catalyst class is: 7.